Dataset: Full USPTO retrosynthesis dataset with 1.9M reactions from patents (1976-2016). Task: Predict the reactants needed to synthesize the given product. (1) Given the product [Cl:6][C:7]1[C:8]([C:14]([F:17])([F:15])[F:16])=[CH:9][CH:10]=[C:11]([Cl:13])[C:12]=1[B:18]([OH:21])[OH:19], predict the reactants needed to synthesize it. The reactants are: C([Li])CCC.[Cl:6][C:7]1[CH:12]=[C:11]([Cl:13])[CH:10]=[CH:9][C:8]=1[C:14]([F:17])([F:16])[F:15].[B:18](OC)([O:21]C)[O:19]C. (2) The reactants are: C(OC(=O)[NH:7][C@H:8]1[CH2:12][CH2:11][N:10]([C:13]2[C:14]([F:28])=[CH:15][C:16]3[C:21](=[O:22])[NH:20][C:19](=[O:23])[N:18]([CH:24]4[CH2:26][CH2:25]4)[C:17]=3[N:27]=2)[CH2:9]1)(C)(C)C.[ClH:30]. Given the product [ClH:30].[NH2:7][C@H:8]1[CH2:12][CH2:11][N:10]([C:13]2[C:14]([F:28])=[CH:15][C:16]3[C:21](=[O:22])[NH:20][C:19](=[O:23])[N:18]([CH:24]4[CH2:25][CH2:26]4)[C:17]=3[N:27]=2)[CH2:9]1, predict the reactants needed to synthesize it. (3) Given the product [NH2:1][C:2]1[N:10]=[CH:9][N:8]=[C:7]2[C:3]=1[N:4]([C:39]1[CH:40]=[CH:41][C:36]([O:29][C:30]3[CH:35]=[CH:34][CH:33]=[CH:32][CH:31]=3)=[CH:37][CH:38]=1)[C:5](=[O:28])[N:6]2[C:11]1[CH:27]=[CH:26][C:14]2[O:15][CH2:16][CH2:17][N:18]([C:19]([O:21][C:22]([CH3:24])([CH3:25])[CH3:23])=[O:20])[C:13]=2[CH:12]=1, predict the reactants needed to synthesize it. The reactants are: [NH2:1][C:2]1[N:10]=[CH:9][N:8]=[C:7]2[C:3]=1[NH:4][C:5](=[O:28])[N:6]2[C:11]1[CH:27]=[CH:26][C:14]2[O:15][CH2:16][CH2:17][N:18]([C:19]([O:21][C:22]([CH3:25])([CH3:24])[CH3:23])=[O:20])[C:13]=2[CH:12]=1.[O:29]([C:36]1[CH:41]=[CH:40][C:39](B(O)O)=[CH:38][CH:37]=1)[C:30]1[CH:35]=[CH:34][CH:33]=[CH:32][CH:31]=1.N1C=CC=CC=1.